Dataset: Forward reaction prediction with 1.9M reactions from USPTO patents (1976-2016). Task: Predict the product of the given reaction. (1) Given the reactants [C:1]([C:5]1[CH:10]=[CH:9][C:8]([N:11]2[CH:15]([C:16]3[CH:17]=[CH:18][C:19]4[N:23]=[C:22]([C@@H:24]5[CH2:28][CH2:27][CH2:26][N:25]5[C:29](=[O:39])[C@@H:30]([NH:34][C:35]([O:37][CH3:38])=[O:36])[CH:31]([CH3:33])[CH3:32])[NH:21][C:20]=4[CH:40]=3)[CH2:14][CH2:13][CH:12]2[C:41]2[CH:46]=[CH:45][C:44]([C:47]3[NH:51][C:50]([C@@H:52]4[CH2:56][CH2:55][CH2:54][N:53]4C(OC(C)(C)C)=O)=[N:49][CH:48]=3)=[CH:43][CH:42]=2)=[CH:7][CH:6]=1)([CH3:4])([CH3:3])[CH3:2].[ClH:64].O1CCOCC1, predict the reaction product. The product is: [Cl-:64].[C:1]([C:5]1[CH:6]=[CH:7][C:8]([N:11]2[CH:15]([C:16]3[CH:17]=[CH:18][C:19]4[N:23]=[C:22]([C@@H:24]5[CH2:28][CH2:27][CH2:26][N:25]5[C:29](=[O:39])[C@@H:30]([NH:34][C:35]([O:37][CH3:38])=[O:36])[CH:31]([CH3:33])[CH3:32])[NH:21][C:20]=4[CH:40]=3)[CH2:14][CH2:13][CH:12]2[C:41]2[CH:46]=[CH:45][C:44]([C:47]3[NH:51][C:50]([C@@H:52]4[CH2:56][CH2:55][CH2:54][NH2+:53]4)=[N:49][CH:48]=3)=[CH:43][CH:42]=2)=[CH:9][CH:10]=1)([CH3:3])([CH3:4])[CH3:2]. (2) Given the reactants [Cl-].[OH:2][CH2:3][C@@H:4]([NH3+:9])[C:5]([O:7][CH3:8])=[O:6].C(N(CC)CC)C.[CH:17](=O)[C:18]1[CH:23]=[CH:22][CH:21]=[CH:20][CH:19]=1.[BH4-].[Na+].[NH4+].[Cl-], predict the reaction product. The product is: [CH2:17]([NH:9][C@@H:4]([C:5]([O:7][CH3:8])=[O:6])[CH2:3][OH:2])[C:18]1[CH:23]=[CH:22][CH:21]=[CH:20][CH:19]=1. (3) Given the reactants [CH3:1][CH:2]([CH3:16])[CH2:3][C:4]([C:6]1[S:7][C:8]2[CH:15]=[CH:14][CH:13]=[CH:12][C:9]=2[C:10]=1[CH3:11])=O.[NH2:17][C:18]1[N:23]=[CH:22][C:21]([C:24]([O:26][CH3:27])=[O:25])=[CH:20][CH:19]=1.C(=O)([O-])O.[Na+].C([BH3-])#N.[Na+].FC(F)(F)C(O)=O, predict the reaction product. The product is: [CH3:1][CH:2]([CH3:16])[CH2:3][CH:4]([NH:17][C:18]1[N:23]=[CH:22][C:21]([C:24]([O:26][CH3:27])=[O:25])=[CH:20][CH:19]=1)[C:6]1[S:7][C:8]2[CH:15]=[CH:14][CH:13]=[CH:12][C:9]=2[C:10]=1[CH3:11]. (4) Given the reactants [NH2:1][C@@H:2]([C:12]([OH:14])=[O:13])[CH2:3][S:4][CH2:5][C:6]1[CH:11]=[CH:10][CH:9]=[CH:8][CH:7]=1.O.N1C=CC=CC=1.[NH:22]([C:43]([O:45][C:46]([CH3:49])([CH3:48])[CH3:47])=[O:44])[C@H:23]([C:33](ON1C(=O)CCC1=O)=[O:34])[CH2:24][CH2:25][C:26](=[O:32])[O:27][C:28]([CH3:31])([CH3:30])[CH3:29], predict the reaction product. The product is: [NH:22]([C:43]([O:45][C:46]([CH3:49])([CH3:48])[CH3:47])=[O:44])[C@H:23]([C:33]([NH:1][C@@H:2]([C:12]([OH:14])=[O:13])[CH2:3][S:4][CH2:5][C:6]1[CH:7]=[CH:8][CH:9]=[CH:10][CH:11]=1)=[O:34])[CH2:24][CH2:25][C:26](=[O:32])[O:27][C:28]([CH3:31])([CH3:29])[CH3:30]. (5) Given the reactants Br[CH2:2][C:3]1[CH:8]=[CH:7][C:6]([C:9]2[CH2:13][C:12]([C:18]3[CH:23]=[C:22]([Cl:24])[CH:21]=[C:20]([Cl:25])[CH:19]=3)([C:14]([F:17])([F:16])[F:15])[O:11][N:10]=2)=[CH:5][C:4]=1[F:26].[C:27]([O-:30])(=[O:29])[CH3:28].[K+], predict the reaction product. The product is: [C:27]([O:30][CH2:2][C:3]1[CH:8]=[CH:7][C:6]([C:9]2[CH2:13][C:12]([C:18]3[CH:23]=[C:22]([Cl:24])[CH:21]=[C:20]([Cl:25])[CH:19]=3)([C:14]([F:17])([F:16])[F:15])[O:11][N:10]=2)=[CH:5][C:4]=1[F:26])(=[O:29])[CH3:28]. (6) Given the reactants [C:1]1([CH2:7][CH2:8][CH2:9][CH2:10][CH2:11][CH2:12][CH:13]([C:15]2[N:16]=[N:17][NH:18][N:19]=2)[OH:14])[CH:6]=[CH:5][CH:4]=[CH:3][CH:2]=1.[CH3:20][C:21]([Si:24](Cl)([CH3:26])[CH3:25])([CH3:23])[CH3:22].N1C=CN=C1, predict the reaction product. The product is: [Si:24]([O:14][CH:13]([C:15]1[N:16]=[N:17][NH:18][N:19]=1)[CH2:12][CH2:11][CH2:10][CH2:9][CH2:8][CH2:7][C:1]1[CH:6]=[CH:5][CH:4]=[CH:3][CH:2]=1)([C:21]([CH3:23])([CH3:22])[CH3:20])([CH3:26])[CH3:25].